This data is from Experimentally validated miRNA-target interactions with 360,000+ pairs, plus equal number of negative samples. The task is: Binary Classification. Given a miRNA mature sequence and a target amino acid sequence, predict their likelihood of interaction. (1) The miRNA is hsa-miR-3179 with sequence AGAAGGGGUGAAAUUUAAACGU. The protein sequence of the target gene is MARLAAVLWNLCVTAVLVTSATQGLSRAGLPFGLMRRELACEGYPIELRCPGSDVIMVENANYGRTDDKICDADPFQMENVQCYLPDAFKIMSQRCNNRTQCVVVAGSDAFPDPCPGTYKYLEVQYDCVPYKVEQKVFVCPGTLQKVLEPTSTHESEHQSGAWCKDPLQAGDRIYVMPWIPYRTDTLTEYASWEDYVAARHTTTYRLPNRVDGTGFVVYDGAVFYNKERTRNIVKYDLRTRIKSGETVINTANYHDTSPYRWGGKTDIDLAVDENGLWVIYATEGNNGRLVVSQLNPYTL.... Result: 1 (interaction). (2) The miRNA is hsa-miR-1207-5p with sequence UGGCAGGGAGGCUGGGAGGGG. The protein sequence of the target gene is MDLARKEFLRGNGLAAGKMNISIDLDTNYAELVLNVGRVTLGENNRKKMKDCQLRKQQNENVSRAVCALLNSGGGVIKAEVENKGYSYKKDGIGLDLENSFSNMLPFVPNFLDFMQNGNYFHIFVKSWSLETSGPQIATLSSSLYKRDVTSAKVMNASAALEFLKDMEKTGGRAYLRPEFPAKRACVDVQEESNMEALAADFFNRTELGYKEKLTFTESTHVEIKNFSTEKLLQRITEILPQYVSAFANTDGGYLFVGLNEDKEVIGFKAEKSYLTKLEEVTKNSIGKLPVHHFCVEKGT.... Result: 1 (interaction). (3) The miRNA is hsa-miR-4446-3p with sequence CAGGGCUGGCAGUGACAUGGGU. The protein sequence of the target gene is MHWIKCLLTAFICFTVIVQVHSSGSFELRLKYFSNDHGRDNEGRCCSGESDGATGKCLGSCKTRFRVCLKHYQATIDTTSQCTYGDVITPILGENSVNLTDAQRFQNKGFTNPIQFPFSFSWPGTFSLIVEAWHDTNNSGNARTNKLLIQRLLVQQVLEVSSEWKTNKSESQYTSLEYDFRVTCDLNYYGSGCAKFCRPRDDSFGHSTCSETGEIICLTGWQGDYCHIPKCAKGCEHGHCDKPNQCVCQLGWKGALCNECVLEPNCIHGTCNKPWTCICNEGWGGLYCNQDLNYCTNHRP.... Result: 0 (no interaction). (4) The miRNA is mmu-miR-324-3p with sequence CCACUGCCCCAGGUGCUGCU. The protein sequence of the target gene is MGDMKTPDFDDLLAAFDIPDPTSLDAKEAIQAPSEENESPLKSSGMCIDENVSLSHSGSAPDVPAVSVIVKNTSRQESFEAEKDHIAPSLLHNGFRGSDLPPDSHHCGKFDSTFINGDSARSFTSKLEPSKSEPLPTFNQFSPISSPEPEDPVKDNGFGIKSKHSDSYFPPPPGTVGGPVLEALSKFPVPELHMFDHFCKKEPKPEPLPLESQQEHEQGGQKVVEPHKDLDSSRFFGEALEFNSHPSNSIGEPKKLAPELSACSSVPPRQRLKPAHSKLSSCVAALVALQAKRVANVTKE.... Result: 1 (interaction). (5) The miRNA is hsa-miR-221-3p with sequence AGCUACAUUGUCUGCUGGGUUUC. The protein sequence of the target gene is MAAESDVLHFQFEQQGDVVLQKMNLLRQQNLFCDVSIYINDTEFQGHKVILAACSTFMRDQFLLTQSKHVRITILQSAEVGRKLLLSCYTGALEVKRKELLKYLTAASYLQMVHIVEKCTEALSKYLEIDLSMKNNNQHTDLCQSSDPDVKNEDENSDKDCEIIEISEDSPVNIDFHVKEEESNALQSTVESLTSERKEMKSPELSTVDIGFKDNEICILHVESISTAGVENGQFSQPCTSSKASMYFSETQHSLINSTVESRVAEVPGNQDQGLFCENTEGSYGTVSEIQNLEEGYSLR.... Result: 0 (no interaction). (6) The protein sequence of the target gene is MPHNSIRSGHGGLNQLGGAFVNGRPLPEVVRQRIVDLAHQGVRPCDISRQLRVSHGCVSKILGRYYETGSIRPGVIGGSKPKVATPKVVEKIGDYKRQNPTMFAWEIRDRLLAEGVCDNDTVPSVSSINRIIRTKVQQPFNLPMDSCVATKSLSPGHTLIPSSAVTPPESPQSDSLGSTYSINGLLGIAQPGSDKRKMDDSDQDSCRLSIDSQSSSSGPRKHLRTDAFSQHHLEPLECPFERQHYPEAYASPSHTKGEQGLYPLPLLNSTLDDGKATLTPSNTPLGRNLSTHQTYPVVAD.... The miRNA is ath-miR408-3p with sequence AUGCACUGCCUCUUCCCUGGC. Result: 0 (no interaction).